Dataset: Catalyst prediction with 721,799 reactions and 888 catalyst types from USPTO. Task: Predict which catalyst facilitates the given reaction. (1) Reactant: O=P12OP3(OP(OP(O3)(O1)=O)(=O)O2)=O.P(=O)(O)(O)O.[NH2:20][C:21]1[CH:30]=[CH:29][C:24]([C:25]([O:27][CH3:28])=[O:26])=[CH:23][C:22]=1[CH3:31].[C:32](OCC)(=[O:37])[CH2:33][C:34]([CH3:36])=O.N. Product: [CH3:36][C:34]1[NH:20][C:21]2[C:30]([C:32](=[O:37])[CH:33]=1)=[CH:29][C:24]([C:25]([O:27][CH3:28])=[O:26])=[CH:23][C:22]=2[CH3:31]. The catalyst class is: 6. (2) Reactant: C(N(CC)CC)C.[CH2:8]([O:10][C:11]([C:13]1[N:14]([CH3:30])[C:15]([CH2:28][CH3:29])=[C:16]([C:26]#[N:27])[C:17]=1[C:18]1[CH:23]=[CH:22][C:21]([CH2:24][OH:25])=[CH:20][CH:19]=1)=[O:12])[CH3:9].[CH3:31][S:32](Cl)(=[O:34])=[O:33]. Product: [CH2:8]([O:10][C:11]([C:13]1[N:14]([CH3:30])[C:15]([CH2:28][CH3:29])=[C:16]([C:26]#[N:27])[C:17]=1[C:18]1[CH:23]=[CH:22][C:21]([CH2:24][O:25][S:32]([CH3:31])(=[O:34])=[O:33])=[CH:20][CH:19]=1)=[O:12])[CH3:9]. The catalyst class is: 4. (3) Reactant: C(Cl)(Cl)(Cl)Cl.[CH3:6][O:7][C:8](=[O:17])[C:9]1[CH:14]=[CH:13][C:12]([Br:15])=[C:11]([CH3:16])[CH:10]=1.C1C(=O)N([Br:25])C(=O)C1. Product: [Br:15][C:12]1[CH:13]=[CH:14][C:9]([C:8]([O:7][CH3:6])=[O:17])=[CH:10][C:11]=1[CH2:16][Br:25]. The catalyst class is: 2. (4) Reactant: [C:1]([O:5][C:6](=[O:40])[C@@H:7]([NH:11][C:12]([C@H:14]1[C@H:18]([C:19]2[CH:24]=[CH:23][CH:22]=[C:21]([Cl:25])[CH:20]=2)[C@:17]([C:28]2[CH:33]=[CH:32][C:31]([Cl:34])=[CH:30][CH:29]=2)([C:26]#[N:27])[C@H:16]([CH2:35][C:36]([CH3:39])([CH3:38])[CH3:37])[NH:15]1)=[O:13])[CH:8]([CH3:10])[CH3:9])(C)(C)C.C(OC(=O)[C@@H](NC([C@@H]1[C@@H](C2C=CC=C(Cl)C=2)[C@@](C2C=CC(Cl)=CC=2)(C#N)[C@@H](CC(C)(C)C)N1)=O)C(C)C)(C)(C)C. Product: [CH3:1][O:5][C:6](=[O:40])[C@@H:7]([NH:11][C:12]([C@@H:14]1[C@@H:18]([C:19]2[CH:24]=[CH:23][CH:22]=[C:21]([Cl:25])[CH:20]=2)[C@@:17]([C:28]2[CH:29]=[CH:30][C:31]([Cl:34])=[CH:32][CH:33]=2)([C:26]#[N:27])[C@@H:16]([CH2:35][C:36]([CH3:37])([CH3:39])[CH3:38])[NH:15]1)=[O:13])[CH:8]([CH3:10])[CH3:9]. The catalyst class is: 5. (5) The catalyst class is: 529. Reactant: [NH2:1][C:2]1[CH:3]=[C:4]([C:15]2[C:23]3[C:22]([NH2:24])=[N:21][CH:20]=[N:19][C:18]=3[N:17]([C@H:25]3[CH2:30][CH2:29][C@H:28]([N:31]4[CH2:36][CH2:35][N:34]([CH3:37])[CH2:33][CH2:32]4)[CH2:27][CH2:26]3)[CH:16]=2)[CH:5]=[CH:6][C:7]=1[O:8][C:9]1[CH:14]=[CH:13][CH:12]=[CH:11][CH:10]=1.[C:38](Cl)(=[O:40])[CH3:39]. Product: [C:9]([OH:40])(=[O:8])[CH3:14].[NH2:24][C:22]1[C:23]2[C:15]([C:4]3[CH:5]=[CH:6][C:7]([O:8][C:9]4[CH:14]=[CH:13][CH:12]=[CH:11][CH:10]=4)=[C:2]([NH:1][C:38](=[O:40])[CH3:39])[CH:3]=3)=[CH:16][N:17]([C@H:25]3[CH2:30][CH2:29][C@H:28]([N:31]4[CH2:32][CH2:33][N:34]([CH3:37])[CH2:35][CH2:36]4)[CH2:27][CH2:26]3)[C:18]=2[N:19]=[CH:20][N:21]=1.